This data is from Reaction yield outcomes from USPTO patents with 853,638 reactions. The task is: Predict the reaction yield, written as a fraction of the theoretical maximum amount of product (1.0 means a 100% yield; for example, 0.34 means a 34% yield). (1) The reactants are [NH2:1][C:2]1[CH:3]=[C:4]([CH:10]2[CH2:15][CH2:14][N:13]([CH2:16][CH2:17][N:18]([CH3:26])C(=O)OC(C)(C)C)[CH2:12][CH2:11]2)[CH:5]=[C:6](C)[C:7]=1[NH2:8].[CH3:27][O:28][C:29]1[N:36]=[CH:35][CH:34]=[CH:33][C:30]=1[CH:31]=O. The catalyst is CO. The product is [CH3:27][O:28][C:29]1[C:30]([C:31]2[NH:1][C:2]3[CH:3]=[C:4]([CH:10]4[CH2:11][CH2:12][N:13]([CH2:16][CH2:17][NH:18][CH3:26])[CH2:14][CH2:15]4)[CH:5]=[CH:6][C:7]=3[N:8]=2)=[CH:33][CH:34]=[CH:35][N:36]=1. The yield is 0.270. (2) The reactants are [CH2:1]([Li])CCC.[Cl:6][C:7]1[CH:21]=[CH:20][C:10]([O:11][C:12]2[CH:19]=[CH:18][C:15]([CH:16]=O)=[CH:14][CH:13]=2)=[CH:9][C:8]=1[O:22][C:23]([F:26])([F:25])[F:24]. The catalyst is [Br-].C[P+](C1C=CC=CC=1)(C1C=CC=CC=1)C1C=CC=CC=1.C1COCC1. The product is [Cl:6][C:7]1[CH:21]=[CH:20][C:10]([O:11][C:12]2[CH:19]=[CH:18][C:15]([CH:16]=[CH2:1])=[CH:14][CH:13]=2)=[CH:9][C:8]=1[O:22][C:23]([F:26])([F:25])[F:24]. The yield is 0.431. (3) The reactants are CO[C:3](=[O:20])[C:4]1[CH:9]=[CH:8][C:7]([O:10][C:11]2[CH:16]=[CH:15][CH:14]=[CH:13][C:12]=2CC)=[CH:6][C:5]=1[Br:19].[CH3:21][CH:22](C[AlH]CC(C)C)C.Cl.CCOCC. The catalyst is C1(C)C=CC=CC=1. The product is [Br:19][C:5]1[CH:6]=[C:7]([O:10][C:11]2[CH:12]=[CH:13][C:14]([CH2:21][CH3:22])=[CH:15][CH:16]=2)[CH:8]=[CH:9][C:4]=1[CH2:3][OH:20]. The yield is 0.940. (4) The reactants are [Br:1][C:2]1[C:7]([F:8])=[CH:6][C:5]([NH:9]C(=O)C(F)(F)F)=[C:4]([N+:16]([O-:18])=[O:17])[CH:3]=1.CO.C([O-])([O-])=O.[K+].[K+]. The catalyst is O. The product is [Br:1][C:2]1[C:7]([F:8])=[CH:6][C:5]([NH2:9])=[C:4]([N+:16]([O-:18])=[O:17])[CH:3]=1. The yield is 0.840. (5) The reactants are O[CH:2]1[C:11]2[C:6](=[CH:7][C:8]([O:12][CH3:13])=[CH:9][CH:10]=2)[S:5][CH2:4][C:3]1([C:15]1[CH:20]=[CH:19][C:18]([O:21][CH3:22])=[CH:17][CH:16]=1)[CH3:14].[CH2:23]([Si](C)(C)C)[CH:24]=[CH2:25]. The catalyst is ClCCCl.[I-].[Zn+2].[I-]. The product is [CH2:25]([CH:2]1[C:11]2[C:6](=[CH:7][C:8]([O:12][CH3:13])=[CH:9][CH:10]=2)[S:5][CH2:4][C:3]1([C:15]1[CH:20]=[CH:19][C:18]([O:21][CH3:22])=[CH:17][CH:16]=1)[CH3:14])[CH:24]=[CH2:23]. The yield is 0.740. (6) The reactants are [CH2:1]([O:8][C:9]1[CH:14]=[C:13]([CH2:15][CH3:16])[CH:12]=[CH:11][C:10]=1[O:17][C:18]1[CH:23]=[CH:22][C:21]([N+:24]([O-])=O)=[CH:20][C:19]=1[F:27])[C:2]1[CH:7]=[CH:6][CH:5]=[CH:4][CH:3]=1.[Sn](Cl)Cl.Cl.[OH-].[Na+]. The catalyst is CCOCC. The product is [CH2:1]([O:8][C:9]1[CH:14]=[C:13]([CH2:15][CH3:16])[CH:12]=[CH:11][C:10]=1[O:17][C:18]1[CH:23]=[CH:22][C:21]([NH2:24])=[CH:20][C:19]=1[F:27])[C:2]1[CH:3]=[CH:4][CH:5]=[CH:6][CH:7]=1. The yield is 0.688. (7) The reactants are Br[CH:2]([C:4]1[O:5][C:6](=[O:29])[C:7]2[C:12]([C:13]=1[C:14]1[CH:19]=[CH:18][CH:17]=[C:16]([S:20]([N:23]3[CH2:28][CH2:27][O:26][CH2:25][CH2:24]3)(=[O:22])=[O:21])[CH:15]=1)=[CH:11][CH:10]=[CH:9][CH:8]=2)[CH3:3].[NH:30]1[C:34]2=[N:35][CH:36]=[N:37][C:38]([NH2:39])=[C:33]2[CH:32]=[N:31]1.C([O-])([O-])=O.[K+].[K+]. The catalyst is CN(C=O)C. The product is [NH2:39][C:38]1[N:37]=[CH:36][N:35]=[C:34]2[N:30]([CH:2]([C:4]3[O:5][C:6](=[O:29])[C:7]4[C:12]([C:13]=3[C:14]3[CH:19]=[CH:18][CH:17]=[C:16]([S:20]([N:23]5[CH2:28][CH2:27][O:26][CH2:25][CH2:24]5)(=[O:22])=[O:21])[CH:15]=3)=[CH:11][CH:10]=[CH:9][CH:8]=4)[CH3:3])[N:31]=[CH:32][C:33]=12. The yield is 0.540.